The task is: Regression. Given a peptide amino acid sequence and an MHC pseudo amino acid sequence, predict their binding affinity value. This is MHC class I binding data.. This data is from Peptide-MHC class I binding affinity with 185,985 pairs from IEDB/IMGT. (1) The MHC is Mamu-B52 with pseudo-sequence Mamu-B52. The binding affinity (normalized) is 0.622. The peptide sequence is RQFPTAFEY. (2) The MHC is HLA-A29:02 with pseudo-sequence HLA-A29:02. The peptide sequence is EEIPDFAFY. The binding affinity (normalized) is 0.251. (3) The peptide sequence is KITDFGIAK. The MHC is HLA-C04:01 with pseudo-sequence HLA-C04:01. The binding affinity (normalized) is 0.213. (4) The peptide sequence is HLMSDNPKA. The MHC is HLA-A02:06 with pseudo-sequence HLA-A02:06. The binding affinity (normalized) is 0.421. (5) The binding affinity (normalized) is 0.774. The peptide sequence is TLYAVATTFV. The MHC is HLA-A68:02 with pseudo-sequence HLA-A68:02. (6) The peptide sequence is YAKFARITL. The MHC is BoLA-D18.4 with pseudo-sequence BoLA-D18.4. The binding affinity (normalized) is 0.446. (7) The peptide sequence is LSIRGNSNY. The MHC is HLA-B07:02 with pseudo-sequence HLA-B07:02. The binding affinity (normalized) is 0. (8) The MHC is HLA-A26:03 with pseudo-sequence HLA-A26:03. The binding affinity (normalized) is 0.0847. The peptide sequence is VTFFCVMTY. (9) The peptide sequence is LLLRPFWPA. The MHC is HLA-A02:03 with pseudo-sequence HLA-A02:03. The binding affinity (normalized) is 0.565. (10) The peptide sequence is FVHDSVQYF. The MHC is HLA-C07:01 with pseudo-sequence HLA-C07:01. The binding affinity (normalized) is 0.547.